From a dataset of Forward reaction prediction with 1.9M reactions from USPTO patents (1976-2016). Predict the product of the given reaction. (1) Given the reactants O1CCCC1.[F:6][CH2:7][CH2:8][OH:9].[H-].[Na+].[Br:12][C:13]1[N:30]([CH2:31][O:32][CH2:33][CH2:34][Si:35]([CH3:38])([CH3:37])[CH3:36])[C:16]2[CH:17]=[N:18][N:19]([CH2:22][O:23][CH2:24][CH2:25][Si:26]([CH3:29])([CH3:28])[CH3:27])[C:20](=[O:21])[C:15]=2[C:14]=1[CH2:39]Br, predict the reaction product. The product is: [Br:12][C:13]1[N:30]([CH2:31][O:32][CH2:33][CH2:34][Si:35]([CH3:38])([CH3:37])[CH3:36])[C:16]2[CH:17]=[N:18][N:19]([CH2:22][O:23][CH2:24][CH2:25][Si:26]([CH3:29])([CH3:28])[CH3:27])[C:20](=[O:21])[C:15]=2[C:14]=1[CH2:39][O:9][CH2:8][CH2:7][F:6]. (2) Given the reactants ClC1C=CC(N(C2CCNCC2)C(=O)C2C=CC=C(OC)C=2)=CC=1.C(OC([N:32]1[CH2:37][CH2:36][CH:35]([NH:38][C:39]2[CH:44]=[CH:43][C:42]([F:45])=[CH:41][CH:40]=2)[CH2:34][CH2:33]1)=O)(C)(C)C.[CH3:46][O:47][C:48]1[CH:53]=[CH:52][C:51]([S:54](Cl)(=[O:56])=[O:55])=[CH:50][CH:49]=1, predict the reaction product. The product is: [F:45][C:42]1[CH:41]=[CH:40][C:39]([N:38]([CH:35]2[CH2:34][CH2:33][NH:32][CH2:37][CH2:36]2)[S:54]([C:51]2[CH:50]=[CH:49][C:48]([O:47][CH3:46])=[CH:53][CH:52]=2)(=[O:56])=[O:55])=[CH:44][CH:43]=1. (3) Given the reactants [Br:1][C:2]1[CH:11]=[CH:10][C:9]2[C:4](=[CH:5][CH:6]=[C:7]([NH2:13])[C:8]=2[NH2:12])[CH:3]=1.[CH:14](O)=O, predict the reaction product. The product is: [Br:1][C:2]1[CH:11]=[CH:10][C:9]2[C:8]3[N:12]=[CH:14][NH:13][C:7]=3[CH:6]=[CH:5][C:4]=2[CH:3]=1. (4) Given the reactants [CH3:1][NH:2][CH2:3][CH2:4][CH2:5][CH:6]=[CH2:7].[CH3:8][C:9]([CH3:19])([CH3:18])[C@@H:10]([C:14]([O:16][CH3:17])=[O:15])[N:11]=[C:12]=[O:13], predict the reaction product. The product is: [CH3:8][C:9]([CH3:19])([CH3:18])[C@@H:10]([C:14]([O:16][CH3:17])=[O:15])[NH:11][C:12]([N:2]([CH3:1])[CH2:3][CH2:4][CH2:5][CH:6]=[CH2:7])=[O:13]. (5) Given the reactants [OH:1][C:2]([CH3:35])([CH3:34])[CH2:3][C@@:4]1([C:28]2[CH:33]=[CH:32][CH:31]=[CH:30][CH:29]=2)[O:9][C:8](=[O:10])[N:7]([C@H:11]([C:13]2[CH:18]=[CH:17][C:16](B3OC(C)(C)C(C)(C)O3)=[CH:15][CH:14]=2)[CH3:12])[CH2:6][CH2:5]1.Cl[C:37]1[N:42]=[CH:41][C:40]([C:43]2([C:46]#[N:47])[CH2:45][CH2:44]2)=[CH:39][CH:38]=1, predict the reaction product. The product is: [OH:1][C:2]([CH3:34])([CH3:35])[CH2:3][C@@:4]1([C:28]2[CH:33]=[CH:32][CH:31]=[CH:30][CH:29]=2)[O:9][C:8](=[O:10])[N:7]([C@H:11]([C:13]2[CH:14]=[CH:15][C:16]([C:37]3[N:42]=[CH:41][C:40]([C:43]4([C:46]#[N:47])[CH2:45][CH2:44]4)=[CH:39][CH:38]=3)=[CH:17][CH:18]=2)[CH3:12])[CH2:6][CH2:5]1. (6) Given the reactants [O:1]1[CH2:6][CH2:5][CH2:4][CH2:3][CH:2]1[N:7]1[C:15]2[C:10](=[CH:11][C:12]([C:16]3[N:20]=[CH:19][N:18]([C:21]([C:34]4[CH:39]=[CH:38][CH:37]=[CH:36][CH:35]=4)([C:28]4[CH:33]=[CH:32][CH:31]=[CH:30][CH:29]=4)[C:22]4[CH:27]=[CH:26][CH:25]=[CH:24][CH:23]=4)[N:17]=3)=[CH:13][CH:14]=2)[C:9]([C:40]2[CH:41]=[C:42]([NH2:46])[CH:43]=[CH:44][CH:45]=2)=[N:8]1.[C:47]1(/[CH:53]=[CH:54]/[C:55](Cl)=[O:56])[CH:52]=[CH:51][CH:50]=[CH:49][CH:48]=1.C(N(CC)CC)C, predict the reaction product. The product is: [O:1]1[CH2:6][CH2:5][CH2:4][CH2:3][CH:2]1[N:7]1[C:15]2[C:10](=[CH:11][C:12]([C:16]3[N:20]=[CH:19][N:18]([C:21]([C:28]4[CH:33]=[CH:32][CH:31]=[CH:30][CH:29]=4)([C:22]4[CH:27]=[CH:26][CH:25]=[CH:24][CH:23]=4)[C:34]4[CH:35]=[CH:36][CH:37]=[CH:38][CH:39]=4)[N:17]=3)=[CH:13][CH:14]=2)[C:9]([C:40]2[CH:41]=[C:42]([NH:46][C:55](=[O:56])/[CH:54]=[CH:53]/[C:47]3[CH:52]=[CH:51][CH:50]=[CH:49][CH:48]=3)[CH:43]=[CH:44][CH:45]=2)=[N:8]1. (7) Given the reactants [Cl:1][C:2]1[C:3](=[O:24])[N:4]([CH2:11][CH2:12][CH2:13][C:14]2[CH:23]=[CH:22][C:17]([C:18]([O:20][CH3:21])=[O:19])=[CH:16][CH:15]=2)[C:5]([CH2:9][OH:10])=[C:6]([Cl:8])[CH:7]=1, predict the reaction product. The product is: [Cl:1][C:2]1[C:3](=[O:24])[N:4]([CH2:11][CH2:12][CH2:13][C:14]2[CH:23]=[CH:22][C:17]([C:18]([O:20][CH3:21])=[O:19])=[CH:16][CH:15]=2)[C:5]([CH:9]=[O:10])=[C:6]([Cl:8])[CH:7]=1.